From a dataset of Retrosynthesis with 50K atom-mapped reactions and 10 reaction types from USPTO. Predict the reactants needed to synthesize the given product. (1) Given the product O=[N+]([O-])c1cccc(C=NC2CCOc3ccccc32)c1, predict the reactants needed to synthesize it. The reactants are: NC1CCOc2ccccc21.O=Cc1cccc([N+](=O)[O-])c1. (2) Given the product O=C(O)Cn1nnc2cnc(N3CCC(Oc4cc(F)ccc4Br)CC3)nc21, predict the reactants needed to synthesize it. The reactants are: CCOC(=O)Cn1nnc2cnc(N3CCC(Oc4cc(F)ccc4Br)CC3)nc21.